This data is from HIV replication inhibition screening data with 41,000+ compounds from the AIDS Antiviral Screen. The task is: Binary Classification. Given a drug SMILES string, predict its activity (active/inactive) in a high-throughput screening assay against a specified biological target. (1) The molecule is CN1C(=O)c2ccccc2Cc2c(Cl)ncnc21. The result is 0 (inactive). (2) The drug is CSCCC(NC(=O)c1ccccc1C(=O)O)C(=O)O. The result is 0 (inactive). (3) The compound is CCC1(OC(=O)CNC)C(=O)OCc2c1cc1n(c2=O)Cc2cc3ccccc3nc2-1.Cl. The result is 0 (inactive). (4) The compound is CCC1N2CCCCC2C2c3[nH]c4ccccc4c3CCN21. The result is 0 (inactive). (5) The drug is CC12[Se]c3ccccc3C1(C)[Se]c1ccccc12. The result is 0 (inactive). (6) The compound is COc1ccc(NC(S)=C(C(=O)c2ccc(C)cc2)[n+]2ccccc2)cc1. The result is 0 (inactive). (7) The drug is COc1ccc2[nH]c(S(=O)(=O)N3CC(CCl)c4ccc(N)cc43)cc2c1. The result is 0 (inactive).